This data is from Forward reaction prediction with 1.9M reactions from USPTO patents (1976-2016). The task is: Predict the product of the given reaction. (1) Given the reactants C[O:2][C:3]1[CH:12]=[CH:11][C:10]2[C:5](=[CH:6][CH:7]=[C:8]([C@H:13]3[CH2:18][CH2:17][C@H:16]([CH2:19][CH2:20][CH3:21])[CH2:15][CH2:14]3)[CH:9]=2)[CH:4]=1.C(O)(=O)C, predict the reaction product. The product is: [CH2:19]([C@H:16]1[CH2:17][CH2:18][C@H:13]([C:8]2[CH:9]=[C:10]3[C:5](=[CH:6][CH:7]=2)[CH:4]=[C:3]([OH:2])[CH:12]=[CH:11]3)[CH2:14][CH2:15]1)[CH2:20][CH3:21]. (2) Given the reactants Cl[C:2]1[C:7]([C:8]([N:10]2[CH2:15][CH2:14][CH:13]([C:16]3[CH:21]=[CH:20][C:19]([F:22])=[CH:18][CH:17]=3)[CH2:12][CH2:11]2)=[O:9])=[CH:6][N:5]([CH3:23])[C:4](=[O:24])[C:3]=1[CH3:25].[S:26]1[C:30]2[CH:31]=[CH:32][C:33]([NH2:35])=[CH:34][C:29]=2[N:28]=[CH:27]1, predict the reaction product. The product is: [S:26]1[C:30]2[CH:31]=[CH:32][C:33]([NH:35][C:2]3[C:7]([C:8]([N:10]4[CH2:15][CH2:14][CH:13]([C:16]5[CH:21]=[CH:20][C:19]([F:22])=[CH:18][CH:17]=5)[CH2:12][CH2:11]4)=[O:9])=[CH:6][N:5]([CH3:23])[C:4](=[O:24])[C:3]=3[CH3:25])=[CH:34][C:29]=2[N:28]=[CH:27]1.